This data is from Reaction yield outcomes from USPTO patents with 853,638 reactions. The task is: Predict the reaction yield, written as a fraction of the theoretical maximum amount of product (1.0 means a 100% yield; for example, 0.34 means a 34% yield). (1) The reactants are Br[C:2]1[CH:3]=[C:4]([O:18][CH3:19])[CH:5]=[C:6]2[C:11]=1[O:10][C:9]([C:12]([O:14][CH2:15][CH3:16])=[O:13])=[CH:8][C:7]2=[O:17].C1(P(C2C=CC=CC=2)C2C=CC3C(=CC=CC=3)C=2C2C3C(=CC=CC=3)C=CC=2P(C2C=CC=CC=2)C2C=CC=CC=2)C=CC=CC=1.[CH3:66][N:67]1[CH2:73][CH2:72][CH2:71][NH:70][CH2:69][CH2:68]1.C(=O)([O-])[O-].[Cs+].[Cs+]. The catalyst is C1(C)C=CC=CC=1. The product is [CH2:15]([O:14][C:12]([C:9]1[O:10][C:11]2[C:6]([C:7](=[O:17])[CH:8]=1)=[CH:5][C:4]([O:18][CH3:19])=[CH:3][C:2]=2[N:70]1[CH2:71][CH2:72][CH2:73][N:67]([CH3:66])[CH2:68][CH2:69]1)=[O:13])[CH3:16]. The yield is 0.600. (2) The reactants are [F:1][C:2]([F:21])([C:8]1[CH:13]=[CH:12][CH:11]=[C:10](/[CH:14]=[CH:15]/[CH2:16][S:17]([CH3:20])(=[O:19])=[O:18])[CH:9]=1)[C:3]([O:5][CH2:6][CH3:7])=[O:4]. The catalyst is C(OCC)(=O)C.[OH-].[Pd+2].[OH-]. The product is [F:21][C:2]([F:1])([C:8]1[CH:13]=[CH:12][CH:11]=[C:10]([CH2:14][CH2:15][CH2:16][S:17]([CH3:20])(=[O:18])=[O:19])[CH:9]=1)[C:3]([O:5][CH2:6][CH3:7])=[O:4]. The yield is 0.540. (3) The reactants are [O-]CC.[Na+].Cl.[CH:6]1([NH:11][C:12]([NH2:14])=[NH:13])[CH2:10][CH2:9][CH2:8][CH2:7]1.[Cl:15][C:16]1[CH:21]=[CH:20][N:19]2[N:22]=[C:23]([C:29]3[CH:34]=[CH:33][C:32]([O:35][CH3:36])=[CH:31][CH:30]=3)[C:24]([C:25](=O)[C:26]#[CH:27])=[C:18]2[CH:17]=1. The catalyst is C(O)C. The product is [Cl:15][C:16]1[CH:21]=[CH:20][N:19]2[N:22]=[C:23]([C:29]3[CH:30]=[CH:31][C:32]([O:35][CH3:36])=[CH:33][CH:34]=3)[C:24]([C:25]3[CH:26]=[CH:27][N:14]=[C:12]([NH:11][CH:6]4[CH2:10][CH2:9][CH2:8][CH2:7]4)[N:13]=3)=[C:18]2[CH:17]=1. The yield is 0.660. (4) The product is [Br:11][C:12]1[CH:17]=[C:16]([O:10][CH2:3][C:4]2[CH:9]=[CH:8][CH:7]=[CH:6][CH:5]=2)[CH:15]=[C:14]([F:19])[CH:13]=1. The yield is 0.980. The reactants are [H-].[Na+].[CH2:3]([OH:10])[C:4]1[CH:9]=[CH:8][CH:7]=[CH:6][CH:5]=1.[Br:11][C:12]1[CH:17]=[C:16](F)[CH:15]=[C:14]([F:19])[CH:13]=1.O. The catalyst is C1COCC1.